Dataset: Ames mutagenicity test results for genotoxicity prediction. Task: Regression/Classification. Given a drug SMILES string, predict its toxicity properties. Task type varies by dataset: regression for continuous values (e.g., LD50, hERG inhibition percentage) or binary classification for toxic/non-toxic outcomes (e.g., AMES mutagenicity, cardiotoxicity, hepatotoxicity). Dataset: ames. (1) The drug is O=C(O)c1ccc(C(=O)O)cc1. The result is 0 (non-mutagenic). (2) The compound is O=[N+]([O-])c1ccc2c3c(c(O)ccc13)-c1ccccc1-2. The result is 1 (mutagenic). (3) The compound is O=[N+]([O-])c1ccc2[nH]ncc2c1. The result is 1 (mutagenic).